Dataset: Full USPTO retrosynthesis dataset with 1.9M reactions from patents (1976-2016). Task: Predict the reactants needed to synthesize the given product. (1) Given the product [Cl:1][C:2]1[CH:3]=[C:4]([C:12]2[O:14][N:46]=[C:27]([C:28]3[CH:36]=[CH:35][C:34]([CH2:37][CH2:38][CH2:39][C:40]([O:42][CH2:43][CH3:44])=[O:41])=[C:33]4[C:29]=3[CH:30]=[CH:31][N:32]4[CH3:45])[N:26]=2)[CH:5]=[N:6][C:7]=1[O:8][CH:9]([CH3:10])[CH3:11], predict the reactants needed to synthesize it. The reactants are: [Cl:1][C:2]1[CH:3]=[C:4]([C:12]([OH:14])=O)[CH:5]=[N:6][C:7]=1[O:8][CH:9]([CH3:11])[CH3:10].C1C=CC2N(O)N=NC=2C=1.O[NH:26]/[C:27](=[N:46]\[H])/[C:28]1[CH:36]=[CH:35][C:34]([CH2:37][CH2:38][CH2:39][C:40]([O:42][CH2:43][CH3:44])=[O:41])=[C:33]2[C:29]=1[CH:30]=[CH:31][N:32]2[CH3:45].CCCC[N+](CCCC)(CCCC)CCCC.[F-]. (2) Given the product [CH3:1][O:2][C:3]([C:5]1[CH:9]=[C:8]([C:10]2[N:16]=[CH:14][O:15][CH:11]=2)[S:7][CH:6]=1)=[O:4], predict the reactants needed to synthesize it. The reactants are: [CH3:1][O:2][C:3]([C:5]1[CH:9]=[C:8]([C:10](=O)[CH2:11]Br)[S:7][CH:6]=1)=[O:4].[CH:14]([NH2:16])=[O:15].